Predict the reactants needed to synthesize the given product. From a dataset of Full USPTO retrosynthesis dataset with 1.9M reactions from patents (1976-2016). (1) The reactants are: [CH3:1][C:2]([CH3:15])([CH3:14])[C:3](=O)/[CH:4]=[CH:5]/[C:6]([O:8][CH2:9][CH2:10][CH2:11][CH3:12])=[O:7].C(O)(=O)C(O)=O.[CH2:22]([NH:24][NH2:25])[CH3:23].C(N(CC)C(C)C)(C)C. Given the product [CH3:1][C:2]([C:3]1[CH2:4][CH:5]([C:6]([O:8][CH2:9][CH2:10][CH2:11][CH3:12])=[O:7])[N:24]([CH2:22][CH3:23])[N:25]=1)([CH3:15])[CH3:14], predict the reactants needed to synthesize it. (2) Given the product [C:1]1([C:23]2[CH:28]=[CH:27][CH:26]=[CH:25][CH:24]=2)[CH:6]=[CH:5][CH:4]=[CH:3][C:2]=1[CH2:7][CH:8]1[C:14](=[O:15])[N:13]([CH3:16])[C:12]2[CH:17]=[CH:18][C:19]([Cl:21])=[CH:20][C:11]=2[C:10]([C:37]2[CH:38]=[CH:39][C:40]([NH:43][C:44](=[O:49])[C:45]([CH3:46])([CH3:47])[CH3:48])=[N:41][CH:42]=2)=[N:9]1, predict the reactants needed to synthesize it. The reactants are: [C:1]1([C:23]2[CH:28]=[CH:27][CH:26]=[CH:25][CH:24]=2)[CH:6]=[CH:5][CH:4]=[CH:3][C:2]=1[CH2:7][CH:8]1[C:14](=[O:15])[N:13]([CH3:16])[C:12]2[CH:17]=[CH:18][C:19]([Cl:21])=[CH:20][C:11]=2[C:10](Cl)=[N:9]1.CC1(C)C(C)(C)OB([C:37]2[CH:38]=[CH:39][C:40]([NH:43][C:44](=[O:49])[C:45]([CH3:48])([CH3:47])[CH3:46])=[N:41][CH:42]=2)O1.C1(P(C2C=CC=CC=2)C2C=CC=CC=2)C=CC=CC=1.C(=O)([O-])[O-].[Cs+].[Cs+]. (3) The reactants are: C(OC([C:7]1([CH2:22][C:23]2[CH:28]=[CH:27][C:26]([N+:29]([O-:31])=[O:30])=[C:25]([F:32])[CH:24]=2)[C:12](=[O:13])[CH:11]([NH:14][C:15]([O:17][C:18]([CH3:21])([CH3:20])[CH3:19])=[O:16])[CH2:10][S:9][CH2:8]1)=O)C=C.N1CCOCC1.C([O-])(O)=O.[Na+]. Given the product [C:18]([O:17][C:15](=[O:16])[NH:14][C@@H:11]1[C:12](=[O:13])[C@H:7]([CH2:22][C:23]2[CH:28]=[CH:27][C:26]([N+:29]([O-:31])=[O:30])=[C:25]([F:32])[CH:24]=2)[CH2:8][S:9][CH2:10]1)([CH3:21])([CH3:19])[CH3:20], predict the reactants needed to synthesize it. (4) Given the product [OH:33][C:28]1([C@H:26]([NH:25][C:13]([C:12]2[C:6]3[C:7](=[N:8][CH:9]=[C:4]([CH:1]4[CH2:2][CH2:3]4)[N:5]=3)[N:10]([CH2:16][O:17][CH2:18][CH2:19][Si:20]([CH3:23])([CH3:22])[CH3:21])[CH:11]=2)=[O:14])[CH3:27])[CH2:32][CH2:31][CH2:30][CH2:29]1, predict the reactants needed to synthesize it. The reactants are: [CH:1]1([C:4]2[N:5]=[C:6]3[C:12]([C:13](O)=[O:14])=[CH:11][N:10]([CH2:16][O:17][CH2:18][CH2:19][Si:20]([CH3:23])([CH3:22])[CH3:21])[C:7]3=[N:8][CH:9]=2)[CH2:3][CH2:2]1.Cl.[NH2:25][C@@H:26]([C:28]1([OH:33])[CH2:32][CH2:31][CH2:30][CH2:29]1)[CH3:27].C(Cl)CCl.C1C=CC2N(O)N=NC=2C=1.CCN(C(C)C)C(C)C. (5) Given the product [C:32]1([Si:19]([C:20]2[CH:25]=[CH:24][CH:23]=[CH:22][CH:21]=2)([C:26]2[CH:31]=[CH:30][CH:29]=[CH:28][CH:27]=2)[C:16]2[CH:17]=[C:18]([CH:55]=[O:56])[C:13]3[O:12][C:11]4[CH:38]=[CH:39][C:8]([Si:7]([C:1]5[CH:2]=[CH:3][CH:4]=[CH:5][CH:6]=5)([C:40]5[CH:41]=[CH:42][CH:43]=[CH:44][CH:45]=5)[C:46]5[CH:47]=[CH:48][CH:49]=[CH:50][CH:51]=5)=[CH:9][C:10]=4[C:14]=3[CH:15]=2)[CH:33]=[CH:34][CH:35]=[CH:36][CH:37]=1, predict the reactants needed to synthesize it. The reactants are: [C:1]1([Si:7]([C:46]2[CH:51]=[CH:50][CH:49]=[CH:48][CH:47]=2)([C:40]2[CH:45]=[CH:44][CH:43]=[CH:42][CH:41]=2)[C:8]2[CH:39]=[CH:38][C:11]3[O:12][C:13]4[CH:18]=[CH:17][C:16]([Si:19]([C:32]5[CH:37]=[CH:36][CH:35]=[CH:34][CH:33]=5)([C:26]5[CH:31]=[CH:30][CH:29]=[CH:28][CH:27]=5)[C:20]5[CH:25]=[CH:24][CH:23]=[CH:22][CH:21]=5)=[CH:15][C:14]=4[C:10]=3[CH:9]=2)[CH:6]=[CH:5][CH:4]=[CH:3][CH:2]=1.CN([CH:55]=[O:56])C.Cl. (6) Given the product [C:26]([C:2]1[CH:3]=[C:4]([CH3:24])[C:5]([N:8]2[C:12]([CH3:13])=[C:11]([C:14]([N:16]([CH3:23])[C:17]3[CH:18]=[N:19][CH:20]=[CH:21][CH:22]=3)=[O:15])[CH:10]=[N:9]2)=[N:6][CH:7]=1)#[N:27], predict the reactants needed to synthesize it. The reactants are: Br[C:2]1[CH:3]=[C:4]([CH3:24])[C:5]([N:8]2[C:12]([CH3:13])=[C:11]([C:14]([N:16]([CH3:23])[C:17]3[CH:18]=[N:19][CH:20]=[CH:21][CH:22]=3)=[O:15])[CH:10]=[N:9]2)=[N:6][CH:7]=1.[Cu](C#N)[C:26]#[N:27]. (7) The reactants are: [N+:1]([C:4]1[CH:9]=[CH:8][C:7]([C:10]2[N:15]=[C:14]3[N:16]([CH2:19][C:20]([F:23])([F:22])[F:21])[N:17]=[CH:18][C:13]3=[C:12]([N:24]3[CH2:29][C@H:28]4[CH2:30][C@@H:25]3[CH2:26][O:27]4)[N:11]=2)=[CH:6][CH:5]=1)([O-])=O. Given the product [C@@H:28]12[CH2:30][C@@H:25]([N:24]([C:12]3[N:11]=[C:10]([C:7]4[CH:6]=[CH:5][C:4]([NH2:1])=[CH:9][CH:8]=4)[N:15]=[C:14]4[N:16]([CH2:19][C:20]([F:22])([F:23])[F:21])[N:17]=[CH:18][C:13]=34)[CH2:29]1)[CH2:26][O:27]2, predict the reactants needed to synthesize it. (8) Given the product [CH3:15][O:14][CH2:13][CH2:12][CH2:11][O:10][C:7]1[CH:6]=[CH:5][N:4]=[C:3]([CH2:2][S:25][C:17]2[NH:18][C:19]3[CH:24]=[CH:23][CH:22]=[CH:21][C:20]=3[N:16]=2)[C:8]=1[CH3:9], predict the reactants needed to synthesize it. The reactants are: Cl[CH2:2][C:3]1[C:8]([CH3:9])=[C:7]([O:10][CH2:11][CH2:12][CH2:13][O:14][CH3:15])[CH:6]=[CH:5][N:4]=1.[N:16]1[C:20]2[CH:21]=[CH:22][CH:23]=[CH:24][C:19]=2[NH:18][C:17]=1[SH:25].[OH-].[Na+]. (9) Given the product [OH:13][C:11]([CH3:14])([CH3:12])[CH2:10][O:9][CH2:8][C:6]1[N:7]=[C:2]([NH:16][C:15](=[O:25])[O:17][CH2:18][C:19]2[CH:20]=[CH:21][CH:22]=[CH:23][CH:24]=2)[CH:3]=[CH:4][CH:5]=1, predict the reactants needed to synthesize it. The reactants are: Br[C:2]1[N:7]=[C:6]([CH2:8][O:9][CH2:10][C:11]([CH3:14])([OH:13])[CH3:12])[CH:5]=[CH:4][CH:3]=1.[C:15](=[O:25])([O:17][CH2:18][C:19]1[CH:24]=[CH:23][CH:22]=[CH:21][CH:20]=1)[NH2:16].CC1(C)C2C(=C(P(C3C=CC=CC=3)C3C=CC=CC=3)C=CC=2)OC2C(P(C3C=CC=CC=3)C3C=CC=CC=3)=CC=CC1=2.C(=O)([O-])[O-].[Cs+].[Cs+].